From a dataset of Full USPTO retrosynthesis dataset with 1.9M reactions from patents (1976-2016). Predict the reactants needed to synthesize the given product. (1) Given the product [NH2:7][C:8]1([C:12]2[CH:13]=[CH:14][C:15]([C:18]3[C:19]([C:33]4[CH:34]=[CH:35][CH:36]=[CH:37][CH:38]=4)=[CH:20][C:21]4[N:22]([C:24](/[CH:28]=[CH:29]/[C:30]([NH2:31])=[O:32])=[C:25]([CH3:27])[N:26]=4)[N:23]=3)=[CH:16][CH:17]=2)[CH2:9][CH2:10][CH2:11]1, predict the reactants needed to synthesize it. The reactants are: C(OC(=O)[NH:7][C:8]1([C:12]2[CH:17]=[CH:16][C:15]([C:18]3[C:19]([C:33]4[CH:38]=[CH:37][CH:36]=[CH:35][CH:34]=4)=[CH:20][C:21]4[N:22]([C:24](/[CH:28]=[CH:29]/[C:30](=[O:32])[NH2:31])=[C:25]([CH3:27])[N:26]=4)[N:23]=3)=[CH:14][CH:13]=2)[CH2:11][CH2:10][CH2:9]1)(C)(C)C. (2) Given the product [N:3]1([C:8]2([C:9]#[N:10])[CH2:13][CH2:12]2)[CH:7]=[CH:6][CH:5]=[N:4]1, predict the reactants needed to synthesize it. The reactants are: [H-].[Na+].[N:3]1([CH2:8][C:9]#[N:10])[CH:7]=[CH:6][CH:5]=[N:4]1.Br[CH2:12][CH2:13]Br.[Cl-].[NH4+]. (3) The reactants are: [OH-].[Na+].[CH2:3]([O:7][C:8]1[CH:13]=[C:12]([CH2:14][CH2:15][C:16]([O:18]C)=[O:17])[CH:11]=[CH:10][C:9]=1[C:20]1[CH:25]=[CH:24][CH:23]=[C:22]([CH2:26][N:27]([C:29](=[O:38])[C:30]2[CH:35]=[CH:34][CH:33]=[C:32]([O:36][CH3:37])[CH:31]=2)[CH3:28])[CH:21]=1)[CH2:4][CH2:5][CH3:6]. Given the product [CH2:3]([O:7][C:8]1[CH:13]=[C:12]([CH2:14][CH2:15][C:16]([OH:18])=[O:17])[CH:11]=[CH:10][C:9]=1[C:20]1[CH:25]=[CH:24][CH:23]=[C:22]([CH2:26][N:27]([C:29](=[O:38])[C:30]2[CH:35]=[CH:34][CH:33]=[C:32]([O:36][CH3:37])[CH:31]=2)[CH3:28])[CH:21]=1)[CH2:4][CH2:5][CH3:6], predict the reactants needed to synthesize it. (4) Given the product [NH:1]1[C:9]2[C:4](=[CH:5][CH:6]=[CH:7][CH:8]=2)[C:3](/[CH:10]=[C:11]2\[O:12][C:13]3[C:20]([CH2:30][N:26]4[CH2:27][CH2:28][CH:24]([N:23]([CH3:29])[CH3:22])[CH2:25]4)=[C:19]([OH:21])[CH:18]=[CH:17][C:14]=3[C:15]\2=[O:16])=[CH:2]1, predict the reactants needed to synthesize it. The reactants are: [NH:1]1[C:9]2[C:4](=[CH:5][CH:6]=[CH:7][CH:8]=2)[C:3](/[CH:10]=[C:11]2\[O:12][C:13]3[CH:20]=[C:19]([OH:21])[CH:18]=[CH:17][C:14]=3[C:15]\2=[O:16])=[CH:2]1.[CH3:22][N:23]([CH3:29])[CH:24]1[CH2:28][CH2:27][NH:26][CH2:25]1.[CH2:30]=O. (5) Given the product [Cl:14][C:15]1[CH:16]=[C:17]([CH:25]=[CH:26][CH:27]=1)[CH2:18][N:19]1[CH:23]=[N:22][C:21]([NH:24][CH:10]2[CH2:11][CH2:12][N:7]([C:5]3[S:4][N:3]=[C:2]([CH3:1])[N:6]=3)[CH2:8][CH2:9]2)=[N:20]1, predict the reactants needed to synthesize it. The reactants are: [CH3:1][C:2]1[N:6]=[C:5]([N:7]2[CH2:12][CH2:11][C:10](=O)[CH2:9][CH2:8]2)[S:4][N:3]=1.[Cl:14][C:15]1[CH:16]=[C:17]([CH:25]=[CH:26][CH:27]=1)[CH2:18][N:19]1[CH:23]=[N:22][C:21]([NH2:24])=[N:20]1. (6) Given the product [I:1][C:2]1[C:10]2[C:5](=[CH:6][C:7](/[CH:11]=[C:15]3/[C:14](=[O:22])[NH:13][C:21]4[C:16]/3=[CH:17][CH:18]=[CH:19][CH:20]=4)=[CH:8][CH:9]=2)[NH:4][N:3]=1, predict the reactants needed to synthesize it. The reactants are: [I:1][C:2]1[C:10]2[C:5](=[CH:6][C:7]([CH:11]=O)=[CH:8][CH:9]=2)[NH:4][N:3]=1.[NH:13]1[C:21]2[C:16](=[CH:17][CH:18]=[CH:19][CH:20]=2)[CH2:15][C:14]1=[O:22].N1CCCCC1. (7) Given the product [O:11]=[C:7]1[NH:8][CH2:9][CH2:10][N:5]2[N:4]=[C:3]([C:12]([NH2:14])=[O:13])[C:2]([NH:1][C:27](=[O:28])[CH2:26][N:19]3[C:20]4[CH2:21][CH2:22][CH2:23][CH2:24][C:25]=4[C:17]([C:16]([F:30])([F:15])[F:31])=[N:18]3)=[C:6]12, predict the reactants needed to synthesize it. The reactants are: [NH2:1][C:2]1[C:3]([C:12]([NH2:14])=[O:13])=[N:4][N:5]2[CH2:10][CH2:9][NH:8][C:7](=[O:11])[C:6]=12.[F:15][C:16]([F:31])([F:30])[C:17]1[C:25]2[CH2:24][CH2:23][CH2:22][CH2:21][C:20]=2[N:19]([CH2:26][C:27](O)=[O:28])[N:18]=1.[I-].ClC1C=CC=C[N+]=1C.C(N(CC)C(C)C)(C)C. (8) Given the product [C:1]([NH:4][C:5]1[C:10]2[CH2:11][CH2:12][O:13][C:9]=2[C:8]([C:14]([OH:16])=[O:15])=[CH:7][CH:6]=1)(=[O:3])[CH3:2], predict the reactants needed to synthesize it. The reactants are: [C:1]([NH:4][C:5]1[C:10]2[CH2:11][CH2:12][O:13][C:9]=2[C:8]([C:14]([O:16]C)=[O:15])=[CH:7][CH:6]=1)(=[O:3])[CH3:2].[OH-].[Li+]. (9) The reactants are: [CH2:1]([O:8][C:9]1[CH:14]=[CH:13][C:12]([C@@H:15]([OH:37])[CH2:16][N:17]([CH2:30][C:31]2[CH:36]=[CH:35][CH:34]=[CH:33][CH:32]=2)[C:18]2([CH3:29])[CH2:26][C:25]3[C:20](=[CH:21][C:22]([CH3:28])=[C:23]([CH3:27])[CH:24]=3)[CH2:19]2)=[CH:11][C:10]=1[N+:38]([O-:40])=[O:39])[C:2]1[CH:7]=[CH:6][CH:5]=[CH:4][CH:3]=1.[C:41](OC(=O)C)(=[O:43])[CH3:42]. Given the product [CH2:1]([O:8][C:9]1[CH:14]=[CH:13][C:12]([C@@H:15]([O:37][C:41](=[O:43])[CH3:42])[CH2:16][N:17]([CH2:30][C:31]2[CH:36]=[CH:35][CH:34]=[CH:33][CH:32]=2)[C:18]2([CH3:29])[CH2:26][C:25]3[C:20](=[CH:21][C:22]([CH3:28])=[C:23]([CH3:27])[CH:24]=3)[CH2:19]2)=[CH:11][C:10]=1[N+:38]([O-:40])=[O:39])[C:2]1[CH:7]=[CH:6][CH:5]=[CH:4][CH:3]=1, predict the reactants needed to synthesize it.